Dataset: Full USPTO retrosynthesis dataset with 1.9M reactions from patents (1976-2016). Task: Predict the reactants needed to synthesize the given product. (1) Given the product [CH2:14]([CH:15]([C:16]([O:18][CH2:19][CH3:20])=[O:17])[C:22]([CH2:28][CH2:29][C:30]1[CH:31]=[CH:32][CH:33]=[CH:34][CH:35]=1)([OH:21])[C:23]([O:25][CH2:26][CH3:27])=[O:24])[C:8]1[CH:13]=[CH:12][CH:11]=[CH:10][CH:9]=1, predict the reactants needed to synthesize it. The reactants are: C(NC(C)C)(C)C.[C:8]1([CH2:14][CH2:15][C:16]([O:18][CH2:19][CH3:20])=[O:17])[CH:13]=[CH:12][CH:11]=[CH:10][CH:9]=1.[O:21]=[C:22]([CH2:28][CH2:29][C:30]1[CH:35]=[CH:34][CH:33]=[CH:32][CH:31]=1)[C:23]([O:25][CH2:26][CH3:27])=[O:24].C(O)(=O)C. (2) Given the product [Cl:5][C:6]1[C:7]([C:28]#[N:29])=[C:8]([C:17]2[CH:18]=[CH:19][C:20]([C:23]([N:25]([CH3:27])[CH3:26])=[O:24])=[N:21][CH:22]=2)[C:9]([O:15][CH3:16])=[C:10]([CH:12]([Cl:31])[CH3:13])[CH:11]=1, predict the reactants needed to synthesize it. The reactants are: S(Cl)(Cl)=O.[Cl:5][C:6]1[C:7]([C:28]#[N:29])=[C:8]([C:17]2[CH:18]=[CH:19][C:20]([C:23]([N:25]([CH3:27])[CH3:26])=[O:24])=[N:21][CH:22]=2)[C:9]([O:15][CH3:16])=[C:10]([CH:12](O)[CH3:13])[CH:11]=1.C(Cl)[Cl:31].